The task is: Predict the reaction yield, written as a fraction of the theoretical maximum amount of product (1.0 means a 100% yield; for example, 0.34 means a 34% yield).. This data is from Reaction yield outcomes from USPTO patents with 853,638 reactions. No catalyst specified. The product is [OH:17][CH2:16][CH2:15][CH2:14][NH:13][C:10]([C:2]1[NH:1][C:9]2[C:4]([CH:3]=1)=[CH:5][CH:6]=[CH:7][CH:8]=2)=[O:12]. The yield is 0.800. The reactants are [NH:1]1[C:9]2[C:4](=[CH:5][CH:6]=[CH:7][CH:8]=2)[CH:3]=[C:2]1[C:10]([OH:12])=O.[NH2:13][CH2:14][CH2:15][CH2:16][OH:17].